Dataset: Forward reaction prediction with 1.9M reactions from USPTO patents (1976-2016). Task: Predict the product of the given reaction. (1) Given the reactants [CH2:1]([C:5]1[O:6][C:7]2[CH:23]=[CH:22][CH:21]=[CH:20][C:8]=2[C:9]=1[C:10]([C:12]1[CH:17]=[CH:16][C:15]([O:18]C)=[CH:14][CH:13]=1)=[O:11])[CH2:2][CH2:3][CH3:4], predict the reaction product. The product is: [CH2:1]([C:5]1[O:6][C:7]2[CH:23]=[CH:22][CH:21]=[CH:20][C:8]=2[C:9]=1[C:10]([C:12]1[CH:13]=[CH:14][C:15]([OH:18])=[CH:16][CH:17]=1)=[O:11])[CH2:2][CH2:3][CH3:4]. (2) Given the reactants [CH2:1]([C:6]1[CH:7]=[C:8]([CH:11]=[CH:12][CH:13]=1)[CH2:9][NH2:10])[CH2:2][CH2:3][CH2:4][CH3:5].[NH2:14][C:15]1[N:23]=[C:22]([CH3:24])[CH:21]=[CH:20][C:16]=1[C:17](O)=[O:18].ON1C2C=CC=CC=2N=N1.CCN=C=NCCCN(C)C, predict the reaction product. The product is: [CH2:1]([C:6]1[CH:7]=[C:8]([CH2:9][NH:10][C:17](=[O:18])[C:16]2[CH:20]=[CH:21][C:22]([CH3:24])=[N:23][C:15]=2[NH2:14])[CH:11]=[CH:12][CH:13]=1)[CH2:2][CH2:3][CH2:4][CH3:5]. (3) Given the reactants [NH2:1][C:2]1[C:3]([F:21])=[C:4]([C:9]([C:11]2[C:19]3[C:14](=[N:15][CH:16]=[C:17]([Br:20])[CH:18]=3)[NH:13][CH:12]=2)=[O:10])[C:5]([F:8])=[CH:6][CH:7]=1.C(N(CC)CC)C.[Cl:29][C:30]1[CH:38]=[CH:37][CH:36]=[C:35]([Cl:39])[C:31]=1[C:32](Cl)=[O:33], predict the reaction product. The product is: [NH2:1][C:2]1[C:3]([F:21])=[C:4]([C:9]([C:11]2[C:19]3[C:14](=[N:15][CH:16]=[C:17]([Br:20])[CH:18]=3)[N:13]([C:32](=[O:33])[C:31]3[C:30]([Cl:29])=[CH:38][CH:37]=[CH:36][C:35]=3[Cl:39])[CH:12]=2)=[O:10])[C:5]([F:8])=[CH:6][CH:7]=1. (4) The product is: [CH3:11][N:10]1[C:4]2[CH:3]=[C:2]([C:19]3[CH:18]=[N:17][C:16]([CH3:15])=[N:21][CH:20]=3)[N:7]=[CH:6][C:5]=2[C:8]([CH3:14])([CH3:13])[C:9]1=[O:12]. Given the reactants Cl[C:2]1[N:7]=[CH:6][C:5]2[C:8]([CH3:14])([CH3:13])[C:9](=[O:12])[N:10]([CH3:11])[C:4]=2[CH:3]=1.[CH3:15][C:16]1[N:21]=[CH:20][C:19](B(O)O)=[CH:18][N:17]=1.CC([O-])(C)C.[Na+].CC(C1C=C(C(C)C)C(C2C(P(C3CCCCC3)C3CCCCC3)=C(OC)C=CC=2OC)=C(C(C)C)C=1)C, predict the reaction product. (5) The product is: [ClH:51].[CH3:8][C:4]1[CH:5]=[CH:6][CH:7]=[C:2]([CH3:1])[C:3]=1[CH2:9][NH:10][C:11]1[C:12]2[N:13]([C:26]([CH3:30])=[C:27]([CH3:29])[N:28]=2)[CH:14]=[C:15]([N:32]2[C:33](=[O:37])[CH:34]=[CH:35][CH:36]=[N:31]2)[CH:16]=1. Given the reactants [CH3:1][C:2]1[CH:7]=[CH:6][CH:5]=[C:4]([CH3:8])[C:3]=1[CH2:9][NH:10][C:11]1[C:12]2[N:13]([C:26]([CH3:30])=[C:27]([CH3:29])[N:28]=2)[CH:14]=[C:15](B2OC(C)(C)C(C)(C)O2)[CH:16]=1.[N:31]1[NH:32][C:33](=[O:37])[CH:34]=[CH:35][CH:36]=1.N1C=CC=CC=1.C(N(CC)CC)C.[Cl:51]CCl, predict the reaction product. (6) Given the reactants [Si]([O:8][CH2:9][C@@H:10]([N:15]1[C:24]2[C:19](=[CH:20][C:21]([NH:29][CH2:30][C:31]3[C:36]([F:37])=[CH:35][C:34]([F:38])=[CH:33][C:32]=3[F:39])=[C:22]([C:25]([F:28])([F:27])[F:26])[CH:23]=2)[C:18](=[O:40])[C:17]([C:41]([O:43]CC)=[O:42])=[CH:16]1)[C:11]([CH3:14])([CH3:13])[CH3:12])(C(C)(C)C)(C)C.O(C)[Na].O, predict the reaction product. The product is: [OH:8][CH2:9][C@@H:10]([N:15]1[C:24]2[C:19](=[CH:20][C:21]([NH:29][CH2:30][C:31]3[C:32]([F:39])=[CH:33][C:34]([F:38])=[CH:35][C:36]=3[F:37])=[C:22]([C:25]([F:27])([F:26])[F:28])[CH:23]=2)[C:18](=[O:40])[C:17]([C:41]([OH:43])=[O:42])=[CH:16]1)[C:11]([CH3:12])([CH3:13])[CH3:14]. (7) Given the reactants CO[CH:3]=[C:4]1[C:13]2[C:8](=[CH:9][CH:10]=[CH:11][CH:12]=2)[C:7](=[O:14])[NH:6][C:5]1=[O:15].[NH:16]1[C:24]2[C:19](=[CH:20][CH:21]=[C:22]([NH2:25])[CH:23]=2)[CH:18]=[N:17]1, predict the reaction product. The product is: [NH:16]1[C:24]2[C:19](=[CH:20][CH:21]=[C:22]([NH:25]/[CH:3]=[C:4]3\[C:5](=[O:15])[NH:6][C:7](=[O:14])[C:8]4[C:13]\3=[CH:12][CH:11]=[CH:10][CH:9]=4)[CH:23]=2)[CH:18]=[N:17]1. (8) Given the reactants [C:1]([C:3]1[N:4]=[C:5]([NH:23][CH2:24][C:25]2[CH:30]=[CH:29][CH:28]=[CH:27][CH:26]=2)[C:6](=[O:22])[N:7]([C:9]2[CH:10]=[C:11]([CH:18]=[CH:19][C:20]=2[CH3:21])[C:12]([NH:14][CH:15]2[CH2:17][CH2:16]2)=[O:13])[CH:8]=1)#[N:2].N.[OH:32]O.O, predict the reaction product. The product is: [CH:15]1([NH:14][C:12]([C:11]2[CH:18]=[CH:19][C:20]([CH3:21])=[C:9]([N:7]3[C:6](=[O:22])[C:5]([NH:23][CH2:24][C:25]4[CH:26]=[CH:27][CH:28]=[CH:29][CH:30]=4)=[N:4][C:3]([C:1]([NH2:2])=[O:32])=[CH:8]3)[CH:10]=2)=[O:13])[CH2:16][CH2:17]1. (9) Given the reactants [C:1]1([C:7]2[CH:8]=[CH:9][C:10]([NH2:13])=[N:11][CH:12]=2)[CH:6]=[CH:5][CH:4]=[CH:3][CH:2]=1.Br[CH2:15][C:16]([C:18]1[CH:23]=[CH:22][C:21]([C:24]([F:27])([F:26])[F:25])=[CH:20][CH:19]=1)=O.C([O-])([O-])=O.[Na+].[Na+], predict the reaction product. The product is: [C:1]1([C:7]2[CH:8]=[CH:9][C:10]3[N:11]([CH:15]=[C:16]([C:18]4[CH:23]=[CH:22][C:21]([C:24]([F:25])([F:26])[F:27])=[CH:20][CH:19]=4)[N:13]=3)[CH:12]=2)[CH:2]=[CH:3][CH:4]=[CH:5][CH:6]=1.